From a dataset of Full USPTO retrosynthesis dataset with 1.9M reactions from patents (1976-2016). Predict the reactants needed to synthesize the given product. (1) Given the product [CH2:23]([N:15]([C@H:16]1[CH2:20][CH2:19][O:18][CH2:17]1)[C:7]1[C:6]2[C:11](=[C:12]([O:13][CH3:14])[C:3]([O:2][CH3:1])=[CH:4][CH:5]=2)[N:10]=[CH:9][N:8]=1)[C:24]1[CH:29]=[CH:28][CH:27]=[CH:26][CH:25]=1, predict the reactants needed to synthesize it. The reactants are: [CH3:1][O:2][C:3]1[C:12]([O:13][CH3:14])=[C:11]2[C:6]([C:7]([NH:15][C@H:16]3[CH2:20][CH2:19][O:18][CH2:17]3)=[N:8][CH:9]=[N:10]2)=[CH:5][CH:4]=1.[H-].[Na+].[CH2:23](Br)[C:24]1[CH:29]=[CH:28][CH:27]=[CH:26][CH:25]=1. (2) The reactants are: C([N:8]1[CH2:13][CH2:12][N:11]([C:14]([O:16][C:17]([CH3:20])([CH3:19])[CH3:18])=[O:15])[CH2:10][C@H:9]1[CH2:21]Br)C1C=CC=CC=1.[NH:23]1[C:27]2[CH:28]=[CH:29][CH:30]=[CH:31][C:26]=2[N:25]=[CH:24]1.C(=O)([O-])[O-].[K+].[K+].CN(C=O)C. Given the product [N:23]1([CH2:21][C@@H:9]2[NH:8][CH2:13][CH2:12][N:11]([C:14]([O:16][C:17]([CH3:18])([CH3:19])[CH3:20])=[O:15])[CH2:10]2)[C:27]2[CH:28]=[CH:29][CH:30]=[CH:31][C:26]=2[N:25]=[CH:24]1, predict the reactants needed to synthesize it. (3) Given the product [CH3:35][N:36]([CH3:43])[CH2:37]/[CH:38]=[CH:39]/[C:40]([NH:2][CH2:3][CH2:4][CH2:5][CH2:6][C:7]([N:9]1[CH2:10][CH2:11][C:12]([CH2:16][N:17]2[C:22](=[O:23])[C:21]3[S:24][CH:25]=[C:26]([C:27]4[CH:28]=[CH:29][C:30]([F:33])=[CH:31][CH:32]=4)[C:20]=3[N:19]=[CH:18]2)([OH:15])[CH2:13][CH2:14]1)=[O:8])=[O:41], predict the reactants needed to synthesize it. The reactants are: Cl.[NH2:2][CH2:3][CH2:4][CH2:5][CH2:6][C:7]([N:9]1[CH2:14][CH2:13][C:12]([CH2:16][N:17]2[C:22](=[O:23])[C:21]3[S:24][CH:25]=[C:26]([C:27]4[CH:32]=[CH:31][C:30]([F:33])=[CH:29][CH:28]=4)[C:20]=3[N:19]=[CH:18]2)([OH:15])[CH2:11][CH2:10]1)=[O:8].Cl.[CH3:35][N:36]([CH3:43])[CH2:37]/[CH:38]=[CH:39]/[C:40](O)=[O:41].CN(C(ON1N=NC2C=CC=NC1=2)=[N+](C)C)C.F[P-](F)(F)(F)(F)F.C(N(CC)CC)C. (4) Given the product [CH3:38][O:37][C:35](=[O:36])[C:34]1[CH:39]=[CH:40][C:31]([NH:30][C:24]([CH:20]2[CH2:21][CH2:22][CH2:23][N:18]([C:16]3[N:17]=[C:12]([NH:11][C:5]4[CH:6]=[CH:7][C:8]([O:9][CH3:10])=[C:3]([O:2][CH3:1])[CH:4]=4)[C:13]4[N:29]=[CH:28][S:27][C:14]=4[N:15]=3)[CH2:19]2)=[O:25])=[CH:32][C:33]=1[OH:41], predict the reactants needed to synthesize it. The reactants are: [CH3:1][O:2][C:3]1[CH:4]=[C:5]([NH:11][C:12]2[C:13]3[N:29]=[CH:28][S:27][C:14]=3[N:15]=[C:16]([N:18]3[CH2:23][CH2:22][CH2:21][CH:20]([C:24](O)=[O:25])[CH2:19]3)[N:17]=2)[CH:6]=[CH:7][C:8]=1[O:9][CH3:10].[NH2:30][C:31]1[CH:40]=[CH:39][C:34]([C:35]([O:37][CH3:38])=[O:36])=[C:33]([OH:41])[CH:32]=1.CN1C=CN=C1.CCN=C=NCCCN(C)C. (5) Given the product [N:24]1[CH:29]=[CH:28][CH:27]=[CH:26][C:25]=1[NH:30][C:31]([N:13]1[C@@H:14]2[CH2:18][N:17]([CH2:16][CH2:15]2)[C:11]2[CH:10]=[CH:9][C:8]([N:5]3[CH2:6][CH2:7][CH:3]([C:2]([F:1])([F:20])[F:21])[CH2:4]3)=[N:19][C:12]1=2)=[O:41], predict the reactants needed to synthesize it. The reactants are: [F:1][C:2]([F:21])([F:20])[CH:3]1[CH2:7][CH2:6][N:5]([C:8]2[CH:9]=[CH:10][C:11]3[N:17]4[CH2:18][C@H:14]([CH2:15][CH2:16]4)[NH:13][C:12]=3[N:19]=2)[CH2:4]1.[H-].[Na+].[N:24]1[CH:29]=[CH:28][CH:27]=[CH:26][C:25]=1[N:30]1C(=O)N2C=CC=CC2=N[C:31]1=[O:41].O. (6) Given the product [OH:35][CH2:34][CH2:36][NH:37][C:21]([C:5]1[C:4]([C:24]2[CH:29]=[CH:28][CH:27]=[C:26]([C:30]([F:33])([F:32])[F:31])[CH:25]=2)=[CH:3][C:2]([CH3:1])=[C:7]([C:8]([N:10]2[CH2:15][CH2:14][CH:13]([N:16]3[CH2:17][CH2:18][CH2:19][CH2:20]3)[CH2:12][CH2:11]2)=[O:9])[N:6]=1)=[O:22], predict the reactants needed to synthesize it. The reactants are: [CH3:1][C:2]1[CH:3]=[C:4]([C:24]2[CH:29]=[CH:28][CH:27]=[C:26]([C:30]([F:33])([F:32])[F:31])[CH:25]=2)[C:5]([C:21](O)=[O:22])=[N:6][C:7]=1[C:8]([N:10]1[CH2:15][CH2:14][CH:13]([N:16]2[CH2:20][CH2:19][CH2:18][CH2:17]2)[CH2:12][CH2:11]1)=[O:9].[CH2:34]([CH2:36][NH2:37])[OH:35].CCN(CC)CC.CN(C(ON1N=NC2C=CC=NC1=2)=[N+](C)C)C.F[P-](F)(F)(F)(F)F.